The task is: Predict the reactants needed to synthesize the given product.. This data is from Full USPTO retrosynthesis dataset with 1.9M reactions from patents (1976-2016). (1) Given the product [N:26]([CH2:2][C:3]1[CH:4]=[C:5]2[C:9](=[CH:10][CH:11]=1)[N:8]([C:12]([O:14][C:15]([CH3:18])([CH3:17])[CH3:16])=[O:13])[N:7]=[C:6]2[C:19]1[CH:24]=[CH:23][CH:22]=[C:21]([F:25])[CH:20]=1)=[N+:27]=[N-:28], predict the reactants needed to synthesize it. The reactants are: Cl[CH2:2][C:3]1[CH:4]=[C:5]2[C:9](=[CH:10][CH:11]=1)[N:8]([C:12]([O:14][C:15]([CH3:18])([CH3:17])[CH3:16])=[O:13])[N:7]=[C:6]2[C:19]1[CH:24]=[CH:23][CH:22]=[C:21]([F:25])[CH:20]=1.[N-:26]=[N+:27]=[N-:28].[Na+].C(OCC)C. (2) Given the product [Br:7][C:8]1[CH:13]=[CH:12][CH:11]=[CH:10][C:9]=1[S:14]([C:17]([CH3:21])([CH3:20])[CH2:18][NH2:19])(=[O:16])=[O:15], predict the reactants needed to synthesize it. The reactants are: B.C1COCC1.[Br:7][C:8]1[CH:13]=[CH:12][CH:11]=[CH:10][C:9]=1[S:14]([C:17]([CH3:21])([CH3:20])[C:18]#[N:19])(=[O:16])=[O:15].Cl.[OH-].[Na+]. (3) The reactants are: OC1CCNCC1.BrC1OC(C=O)=CC=1.[OH:16][CH:17]1[CH2:22][CH2:21][N:20]([C:23]2[O:27][C:26]([CH:28]=O)=[CH:25][CH:24]=2)[CH2:19][CH2:18]1.[CH3:30][O:31][C:32]1[CH:33]=[C:34]([CH:38]=[CH:39][C:40]=1[O:41][CH3:42])[CH2:35][C:36]#[N:37]. Given the product [CH3:30][O:31][C:32]1[CH:33]=[C:34](/[C:35](=[CH:28]/[C:26]2[O:27][C:23]([N:20]3[CH2:19][CH2:18][CH:17]([OH:16])[CH2:22][CH2:21]3)=[CH:24][CH:25]=2)/[C:36]#[N:37])[CH:38]=[CH:39][C:40]=1[O:41][CH3:42], predict the reactants needed to synthesize it. (4) Given the product [CH2:14]([N:1]1[C:5]2[CH:6]=[CH:7][CH:8]=[CH:9][C:4]=2[N:3]=[CH:2]1)[C:13]#[CH:12], predict the reactants needed to synthesize it. The reactants are: [NH:1]1[C:5]2[CH:6]=[CH:7][CH:8]=[CH:9][C:4]=2[N:3]=[CH:2]1.[H-].[Na+].[CH3:12][C:13](C)([O-])[CH3:14].[K+]. (5) The reactants are: [CH2:1]=[CH:2][CH2:3][CH2:4][CH2:5][CH2:6][CH2:7][CH2:8][CH2:9][CH2:10][CH2:11][CH2:12][CH2:13][CH2:14][CH2:15][CH2:16][CH2:17][CH3:18].C([O-])(=[O:21])C.[In+3:23].C([O-])(=O)C.C([O-])(=O)C.C(P(CCCCCCCC)CCCCCCCC)CCCCCCC.C[Si](P([Si](C)(C)C)[Si](C)(C)C)(C)C.C(N)CCCCCCC.C(O)(=O)CCCCCCCCCCCCCCCCC.C([O-])(=O)CCCCCCCCCCCCCCCCC.[Cd+2:119].C([O-])(=O)CCCCCCCCCCCCCCCCC.[Se].[O-2:141].[Zn+2:142].C(O)(=O)CCCCCCC. Given the product [C:1]([O-:21])(=[O:141])[CH2:2][CH2:3][CH2:4][CH2:5][CH2:6][CH2:7][CH2:8][CH2:9][CH2:10][CH2:11][CH2:12][CH2:13][CH2:14][CH2:15][CH2:16][CH2:17][CH3:18].[In+3:23].[C:1]([O-:21])(=[O:141])[CH2:2][CH2:3][CH2:4][CH2:5][CH2:6][CH2:7][CH2:8][CH2:9][CH2:10][CH2:11][CH2:12][CH2:13][CH2:14][CH2:15][CH2:16][CH2:17][CH3:18].[C:1]([O-:21])(=[O:141])[CH2:2][CH2:3][CH2:4][CH2:5][CH2:6][CH2:7][CH2:8][CH2:9][CH2:10][CH2:11][CH2:12][CH2:13][CH2:14][CH2:15][CH2:16][CH2:17][CH3:18].[Zn:142].[Cd:119], predict the reactants needed to synthesize it. (6) Given the product [F:49][C:46]1[CH:45]=[CH:44][C:43]([N:34]2[CH2:33][CH:36]([CH2:37][CH2:38][C:39]([C:5]3[CH:6]=[CH:7][C:2]([F:1])=[CH:3][CH:4]=3)=[O:40])[C:35]2=[O:42])=[CH:48][CH:47]=1, predict the reactants needed to synthesize it. The reactants are: [F:1][C:2]1[CH:7]=[CH:6][C:5]([Mg]Br)=[CH:4][CH:3]=1.[Cl-].FC1C=CC([Zn+])=CC=1.C(OC1C=CC([C@@H:33]2[C@@H:36]([CH2:37][CH2:38][C:39](Cl)=[O:40])[C:35](=[O:42])[N:34]2[C:43]2[CH:48]=[CH:47][C:46]([F:49])=[CH:45][CH:44]=2)=CC=1)C1C=CC=CC=1.